From a dataset of Catalyst prediction with 721,799 reactions and 888 catalyst types from USPTO. Predict which catalyst facilitates the given reaction. (1) Reactant: [OH:1][CH:2]([CH2:16][CH2:17][S:18][CH3:19])[C:3]([O:5][CH2:6][CH2:7][CH2:8][CH2:9][CH2:10][CH2:11][CH2:12][CH2:13][CH2:14][CH3:15])=[O:4].C1C=C(Cl)C=C(C(OO)=[O:28])C=1. Product: [OH:1][CH:2]([CH2:16][CH2:17][S:18]([CH3:19])=[O:28])[C:3]([O:5][CH2:6][CH2:7][CH2:8][CH2:9][CH2:10][CH2:11][CH2:12][CH2:13][CH2:14][CH3:15])=[O:4]. The catalyst class is: 4. (2) Reactant: Cl.Cl[CH2:3][CH2:4][N:5]1[CH2:10][CH2:9][O:8][CH2:7][CH2:6]1.C1CCN2C(=NCCC2)CC1.[CH2:22]([N:26]1[C:31]2=[N:32][N:33]([CH2:41][C:42]3[C:51]4[C:46](=[CH:47][CH:48]=[CH:49][CH:50]=4)[CH:45]=[CH:44][CH:43]=3)[C:34]([C:35]3[CH:40]=[CH:39][N:38]=[CH:37][CH:36]=3)=[C:30]2[C:29](=[O:52])[NH:28][C:27]1=[O:53])[CH:23]([CH3:25])[CH3:24]. Product: [CH2:22]([N:26]1[C:31]2=[N:32][N:33]([CH2:41][C:42]3[C:51]4[C:46](=[CH:47][CH:48]=[CH:49][CH:50]=4)[CH:45]=[CH:44][CH:43]=3)[C:34]([C:35]3[CH:36]=[CH:37][N:38]=[CH:39][CH:40]=3)=[C:30]2[C:29](=[O:52])[N:28]([CH2:3][CH2:4][N:5]2[CH2:10][CH2:9][O:8][CH2:7][CH2:6]2)[C:27]1=[O:53])[CH:23]([CH3:25])[CH3:24]. The catalyst class is: 9. (3) Reactant: [OH:1][C:2]1[CH:7]=[CH:6][C:5]([CH2:8][C:9]([O:11][CH3:12])=[O:10])=[CH:4][C:3]=1[O:13][CH3:14].[CH:15]1(Br)[CH2:18][CH2:17][CH2:16]1.C(=O)([O-])[O-].[Cs+].[Cs+].Cl. The catalyst class is: 3. Product: [CH:15]1([O:1][C:2]2[CH:7]=[CH:6][C:5]([CH2:8][C:9]([O:11][CH3:12])=[O:10])=[CH:4][C:3]=2[O:13][CH3:14])[CH2:18][CH2:17][CH2:16]1. (4) Reactant: [F:1][C:2]1[C:10]2[CH:9]([CH2:11][C:12]([O:14]CC)=[O:13])[O:8][B:7]([OH:17])[C:6]=2[CH:5]=[C:4]([O:18][CH3:19])[CH:3]=1.[OH-].[Li+].Cl. Product: [F:1][C:2]1[C:10]2[CH:9]([CH2:11][C:12]([OH:14])=[O:13])[O:8][B:7]([OH:17])[C:6]=2[CH:5]=[C:4]([O:18][CH3:19])[CH:3]=1. The catalyst class is: 20. (5) Product: [N:28]1([CH2:2][C:3]2[CH:4]=[C:5]3[C:9](=[C:10]([N+:12]([O-:14])=[O:13])[CH:11]=2)[NH:8][C:7]([C:15]2[S:16][CH2:17][C@@H:18]([CH2:20][O:21][C:22](=[O:27])[C:23]([CH3:26])([CH3:25])[CH3:24])[N:19]=2)=[CH:6]3)[CH:32]=[CH:31][CH:30]=[N:29]1. The catalyst class is: 16. Reactant: Cl[CH2:2][C:3]1[CH:4]=[C:5]2[C:9](=[C:10]([N+:12]([O-:14])=[O:13])[CH:11]=1)[NH:8][C:7]([C:15]1[S:16][CH2:17][C@@H:18]([CH2:20][O:21][C:22](=[O:27])[C:23]([CH3:26])([CH3:25])[CH3:24])[N:19]=1)=[CH:6]2.[NH:28]1[CH:32]=[CH:31][CH:30]=[N:29]1.CN(C=O)C. (6) Reactant: [CH3:1][Mg]Cl.[CH3:4][Si:5]1([CH3:12])[CH2:10][CH2:9][C:8](=[O:11])[CH2:7][CH2:6]1.[Cl-].[NH4+]. Product: [CH3:1][C:8]1([OH:11])[CH2:9][CH2:10][Si:5]([CH3:12])([CH3:4])[CH2:6][CH2:7]1. The catalyst class is: 7. (7) Reactant: [NH:1]1[CH:5]=[C:4]([CH:6]=[O:7])[N:3]=[CH:2]1.[C:8](Cl)([C:21]1[CH:26]=[CH:25][CH:24]=[CH:23][CH:22]=1)([C:15]1[CH:20]=[CH:19][CH:18]=[CH:17][CH:16]=1)[C:9]1[CH:14]=[CH:13][CH:12]=[CH:11][CH:10]=1.C(N(CC)CC)C.O. Product: [C:8]([N:1]1[CH:5]=[C:4]([CH:6]=[O:7])[N:3]=[CH:2]1)([C:9]1[CH:14]=[CH:13][CH:12]=[CH:11][CH:10]=1)([C:21]1[CH:22]=[CH:23][CH:24]=[CH:25][CH:26]=1)[C:15]1[CH:16]=[CH:17][CH:18]=[CH:19][CH:20]=1. The catalyst class is: 10. (8) Product: [CH3:12][O:11][CH2:10][C@H:9]([CH3:13])[O:8][C:6]1[CH:7]=[C:2]([CH:3]=[C:4]([C:14]2[NH:15][C:16]([C:19]3[S:20][CH:21]=[CH:22][N:23]=3)=[CH:17][CH:18]=2)[CH:5]=1)[O:1][C:32]1[N:33]=[CH:34][C:35]([C:38]([O:40][CH3:41])=[O:39])=[N:36][CH:37]=1. The catalyst class is: 9. Reactant: [OH:1][C:2]1[CH:3]=[C:4]([C:14]2[N:15](C(OC(C)(C)C)=O)[C:16]([C:19]3[S:20][CH:21]=[CH:22][N:23]=3)=[CH:17][CH:18]=2)[CH:5]=[C:6]([O:8][C@@H:9]([CH3:13])[CH2:10][O:11][CH3:12])[CH:7]=1.Cl[C:32]1[N:33]=[CH:34][C:35]([C:38]([O:40][CH3:41])=[O:39])=[N:36][CH:37]=1.C(=O)([O-])[O-].[K+].[K+].O. (9) Reactant: Cl.[CH3:2][CH:3]1[N:8]([C:9](=[O:22])[C:10]2[CH:15]=[C:14]([CH3:16])[CH:13]=[CH:12][C:11]=2[N:17]2[N:21]=[CH:20][CH:19]=[N:18]2)[CH2:7][CH:6]([C:23]([O:25]C)=[O:24])[CH2:5][CH2:4]1. Product: [CH3:2][CH:3]1[N:8]([C:9](=[O:22])[C:10]2[CH:15]=[C:14]([CH3:16])[CH:13]=[CH:12][C:11]=2[N:17]2[N:21]=[CH:20][CH:19]=[N:18]2)[CH2:7][CH:6]([C:23]([OH:25])=[O:24])[CH2:5][CH2:4]1. The catalyst class is: 12.